From a dataset of NCI-60 drug combinations with 297,098 pairs across 59 cell lines. Regression. Given two drug SMILES strings and cell line genomic features, predict the synergy score measuring deviation from expected non-interaction effect. (1) Drug 1: CC1=C(C(=CC=C1)Cl)NC(=O)C2=CN=C(S2)NC3=CC(=NC(=N3)C)N4CCN(CC4)CCO. Drug 2: C(CN)CNCCSP(=O)(O)O. Cell line: A549. Synergy scores: CSS=13.9, Synergy_ZIP=-0.817, Synergy_Bliss=-2.59, Synergy_Loewe=-15.1, Synergy_HSA=-0.827. (2) Drug 1: CCCS(=O)(=O)NC1=C(C(=C(C=C1)F)C(=O)C2=CNC3=C2C=C(C=N3)C4=CC=C(C=C4)Cl)F. Drug 2: CCCCCOC(=O)NC1=NC(=O)N(C=C1F)C2C(C(C(O2)C)O)O. Cell line: SF-295. Synergy scores: CSS=-0.0260, Synergy_ZIP=-0.602, Synergy_Bliss=-1.82, Synergy_Loewe=-2.21, Synergy_HSA=-2.02. (3) Synergy scores: CSS=33.0, Synergy_ZIP=-0.215, Synergy_Bliss=-4.43, Synergy_Loewe=-20.2, Synergy_HSA=-2.97. Cell line: HCT116. Drug 1: C1=CC(=CC=C1CCC2=CNC3=C2C(=O)NC(=N3)N)C(=O)NC(CCC(=O)O)C(=O)O. Drug 2: CC1=CC=C(C=C1)C2=CC(=NN2C3=CC=C(C=C3)S(=O)(=O)N)C(F)(F)F. (4) Drug 1: C1=CC(=CC=C1CCCC(=O)O)N(CCCl)CCCl. Drug 2: CC1=C(C=C(C=C1)NC(=O)C2=CC=C(C=C2)CN3CCN(CC3)C)NC4=NC=CC(=N4)C5=CN=CC=C5. Cell line: A549. Synergy scores: CSS=21.3, Synergy_ZIP=1.87, Synergy_Bliss=1.18, Synergy_Loewe=-3.46, Synergy_HSA=-1.13. (5) Drug 1: C1=CC(=CC=C1CC(C(=O)O)N)N(CCCl)CCCl.Cl. Drug 2: C1=CC(=CC=C1C#N)C(C2=CC=C(C=C2)C#N)N3C=NC=N3. Cell line: SF-268. Synergy scores: CSS=8.71, Synergy_ZIP=-3.54, Synergy_Bliss=1.85, Synergy_Loewe=-10.4, Synergy_HSA=-2.43. (6) Drug 1: CNC(=O)C1=NC=CC(=C1)OC2=CC=C(C=C2)NC(=O)NC3=CC(=C(C=C3)Cl)C(F)(F)F. Drug 2: C#CCC(CC1=CN=C2C(=N1)C(=NC(=N2)N)N)C3=CC=C(C=C3)C(=O)NC(CCC(=O)O)C(=O)O. Cell line: NCI-H322M. Synergy scores: CSS=-0.527, Synergy_ZIP=-0.352, Synergy_Bliss=-1.94, Synergy_Loewe=-0.700, Synergy_HSA=-1.95. (7) Drug 1: C1=CC(=CC=C1CC(C(=O)O)N)N(CCCl)CCCl.Cl. Drug 2: C(CN)CNCCSP(=O)(O)O. Cell line: OVCAR-5. Synergy scores: CSS=3.44, Synergy_ZIP=0.631, Synergy_Bliss=2.74, Synergy_Loewe=-2.76, Synergy_HSA=-1.22. (8) Drug 1: CS(=O)(=O)C1=CC(=C(C=C1)C(=O)NC2=CC(=C(C=C2)Cl)C3=CC=CC=N3)Cl. Drug 2: CN(C)C1=NC(=NC(=N1)N(C)C)N(C)C. Cell line: PC-3. Synergy scores: CSS=-3.71, Synergy_ZIP=0.252, Synergy_Bliss=-4.74, Synergy_Loewe=-6.67, Synergy_HSA=-6.26. (9) Drug 1: CC1=C(C=C(C=C1)NC(=O)C2=CC=C(C=C2)CN3CCN(CC3)C)NC4=NC=CC(=N4)C5=CN=CC=C5. Drug 2: CC1=C(N=C(N=C1N)C(CC(=O)N)NCC(C(=O)N)N)C(=O)NC(C(C2=CN=CN2)OC3C(C(C(C(O3)CO)O)O)OC4C(C(C(C(O4)CO)O)OC(=O)N)O)C(=O)NC(C)C(C(C)C(=O)NC(C(C)O)C(=O)NCCC5=NC(=CS5)C6=NC(=CS6)C(=O)NCCC[S+](C)C)O. Cell line: OVCAR-4. Synergy scores: CSS=7.97, Synergy_ZIP=-3.25, Synergy_Bliss=2.63, Synergy_Loewe=-3.07, Synergy_HSA=0.376. (10) Drug 1: CS(=O)(=O)C1=CC(=C(C=C1)C(=O)NC2=CC(=C(C=C2)Cl)C3=CC=CC=N3)Cl. Drug 2: C1=NNC2=C1C(=O)NC=N2. Cell line: COLO 205. Synergy scores: CSS=2.27, Synergy_ZIP=4.07, Synergy_Bliss=13.1, Synergy_Loewe=2.43, Synergy_HSA=4.74.